From a dataset of NCI-60 drug combinations with 297,098 pairs across 59 cell lines. Regression. Given two drug SMILES strings and cell line genomic features, predict the synergy score measuring deviation from expected non-interaction effect. (1) Synergy scores: CSS=42.7, Synergy_ZIP=-8.27, Synergy_Bliss=-8.85, Synergy_Loewe=-1.48, Synergy_HSA=-1.14. Drug 2: CC1CCC2CC(C(=CC=CC=CC(CC(C(=O)C(C(C(=CC(C(=O)CC(OC(=O)C3CCCCN3C(=O)C(=O)C1(O2)O)C(C)CC4CCC(C(C4)OC)OCCO)C)C)O)OC)C)C)C)OC. Drug 1: C1=C(C(=O)NC(=O)N1)F. Cell line: NCIH23. (2) Drug 1: CC1C(C(=O)NC(C(=O)N2CCCC2C(=O)N(CC(=O)N(C(C(=O)O1)C(C)C)C)C)C(C)C)NC(=O)C3=C4C(=C(C=C3)C)OC5=C(C(=O)C(=C(C5=N4)C(=O)NC6C(OC(=O)C(N(C(=O)CN(C(=O)C7CCCN7C(=O)C(NC6=O)C(C)C)C)C)C(C)C)C)N)C. Drug 2: C1CC(C1)(C(=O)O)C(=O)O.[NH2-].[NH2-].[Pt+2]. Cell line: OVCAR3. Synergy scores: CSS=16.8, Synergy_ZIP=2.15, Synergy_Bliss=2.19, Synergy_Loewe=-16.3, Synergy_HSA=0.256. (3) Drug 1: C1=C(C(=O)NC(=O)N1)N(CCCl)CCCl. Drug 2: COCCOC1=C(C=C2C(=C1)C(=NC=N2)NC3=CC=CC(=C3)C#C)OCCOC.Cl. Cell line: NCI-H226. Synergy scores: CSS=15.6, Synergy_ZIP=-1.22, Synergy_Bliss=5.21, Synergy_Loewe=3.76, Synergy_HSA=5.39.